This data is from Reaction yield outcomes from USPTO patents with 853,638 reactions. The task is: Predict the reaction yield, written as a fraction of the theoretical maximum amount of product (1.0 means a 100% yield; for example, 0.34 means a 34% yield). (1) The reactants are [CH2:1]([C:4]1[N:9]=[C:8]2[S:10][C:11]([CH2:13][O:14][C:15]3[C:16]([F:25])=[C:17]([C:21]([F:24])=[CH:22][CH:23]=3)[C:18]([NH2:20])=[O:19])=[N:12][C:7]2=[CH:6][CH:5]=1)[CH:2]=[CH2:3]. The catalyst is CO.[Pd]. The product is [F:25][C:16]1[C:15]([O:14][CH2:13][C:11]2[S:10][C:8]3[C:7]([N:12]=2)=[CH:6][CH:5]=[C:4]([CH2:1][CH2:2][CH3:3])[N:9]=3)=[CH:23][CH:22]=[C:21]([F:24])[C:17]=1[C:18]([NH2:20])=[O:19]. The yield is 0.430. (2) The reactants are [Cl:1][C:2]1[CH:3]=[C:4]([C:8]2[C:13]([O:14][CH3:15])=[CH:12][CH:11]=[C:10]([CH2:16][C:17]3[CH:22]=[CH:21][C:20]([NH2:23])=[CH:19][CH:18]=3)[C:9]=2[F:24])[CH:5]=[CH:6][CH:7]=1.Br[C:26]1[S:27][CH:28]=[CH:29][N:30]=1.Cl.C(=O)([O-])[O-].[K+].[K+]. The catalyst is O.C(O)C. The product is [Cl:1][C:2]1[CH:3]=[C:4]([C:8]2[C:13]([O:14][CH3:15])=[CH:12][CH:11]=[C:10]([CH2:16][C:17]3[CH:18]=[CH:19][C:20]([NH:23][C:26]4[S:27][CH:28]=[CH:29][N:30]=4)=[CH:21][CH:22]=3)[C:9]=2[F:24])[CH:5]=[CH:6][CH:7]=1. The yield is 0.450. (3) The reactants are Cl[C:2]1[N:3]=[C:4]([NH:15][CH3:16])[C:5]2[N:11]=[C:10](Cl)[N:9]=[C:8]([NH:13][CH3:14])[C:6]=2[N:7]=1.[CH:17]1([CH2:20][NH2:21])[CH2:19][CH2:18]1.C([O-])(O)=O.[Na+].O. The catalyst is C(O)CCC. The product is [CH:17]1([CH2:20][NH:21][C:2]2[N:3]=[C:4]([NH:15][CH3:16])[C:5]3[N:11]=[C:10]([NH:21][CH2:20][CH:17]4[CH2:19][CH2:18]4)[N:9]=[C:8]([NH:13][CH3:14])[C:6]=3[N:7]=2)[CH2:19][CH2:18]1. The yield is 0.530. (4) The reactants are [C:1]([C:3]1[CH:4]=[C:5]([N:9]([N:17]([C:21]([NH:23][C:24]2[CH:29]=[CH:28][C:27](I)=[CH:26][CH:25]=2)=[O:22])[CH2:18][CH2:19][CH3:20])[C:10]([O:12][C:13]([CH3:16])([CH3:15])[CH3:14])=[O:11])[CH:6]=[CH:7][CH:8]=1)#[N:2].[CH3:31][S:32][C:33]1[CH:38]=[CH:37][CH:36]=[CH:35][C:34]=1B(O)O.C(=O)([O-])[O-].[Na+].[Na+]. The catalyst is COCCOC.C1C=CC(P(C2C=CC=CC=2)[C-]2C=CC=C2)=CC=1.C1C=CC(P(C2C=CC=CC=2)[C-]2C=CC=C2)=CC=1.Cl[Pd]Cl.[Fe+2]. The product is [C:1]([C:3]1[CH:4]=[C:5]([N:9]([N:17]([C:21]([NH:23][C:24]2[CH:29]=[CH:28][C:27]([C:34]3[CH:35]=[CH:36][CH:37]=[CH:38][C:33]=3[S:32][CH3:31])=[CH:26][CH:25]=2)=[O:22])[CH2:18][CH2:19][CH3:20])[C:10]([O:12][C:13]([CH3:16])([CH3:15])[CH3:14])=[O:11])[CH:6]=[CH:7][CH:8]=1)#[N:2]. The yield is 0.759.